This data is from Catalyst prediction with 721,799 reactions and 888 catalyst types from USPTO. The task is: Predict which catalyst facilitates the given reaction. Product: [NH2:24][C:8]1[CH:7]=[C:6]2[C:11](=[CH:10][CH:9]=1)[NH:12][C:13]1[CH:14]=[C:15]([C:17]3[C:18]([CH3:23])=[N:19][O:20][C:21]=3[CH3:22])[CH:16]=[C:4]([C:1]([NH2:2])=[O:3])[C:5]2=1. Reactant: [C:1]([C:4]1[CH:16]=[C:15]([C:17]2[C:18]([CH3:23])=[N:19][O:20][C:21]=2[CH3:22])[CH:14]=[C:13]2[C:5]=1[C:6]1[CH:7]=[C:8]([NH:24]C(=O)OCC3C=CC(OC)=CC=3)[CH:9]=[CH:10][C:11]=1[NH:12]2)(=[O:3])[NH2:2].C1(OC)C=CC=CC=1.C(O)(C(F)(F)F)=O. The catalyst class is: 2.